Dataset: Forward reaction prediction with 1.9M reactions from USPTO patents (1976-2016). Task: Predict the product of the given reaction. (1) Given the reactants [C:1]1([CH2:7][N:8]2[CH2:14][C:13](=O)[C:10]3([CH2:12][CH2:11]3)[C:9]2=[O:16])[CH:6]=[CH:5][CH:4]=[CH:3][CH:2]=1.C([O-])(=O)C.[Na+].Cl.[CH3:23][O:24][NH2:25], predict the reaction product. The product is: [CH3:23][O:24]/[N:25]=[C:13]1\[CH2:14][N:8]([CH2:7][C:1]2[CH:6]=[CH:5][CH:4]=[CH:3][CH:2]=2)[C:9](=[O:16])[C:10]2\1[CH2:12][CH2:11]2. (2) The product is: [CH3:1][S:2]([C:5]1[CH:6]=[C:7]([C:11]2[N:16]3[N:17]=[C:18]([NH:20][C:21]4[CH:22]=[CH:23][C:24]([CH2:25][OH:26])=[CH:27][CH:28]=4)[N:19]=[C:15]3[CH:14]=[CH:13][CH:12]=2)[CH:8]=[CH:9][CH:10]=1)(=[O:4])=[O:3]. Given the reactants [CH3:1][S:2]([C:5]1[CH:6]=[C:7]([C:11]2[N:16]3[N:17]=[C:18]([NH:20][C:21]4[CH:28]=[CH:27][C:24]([CH:25]=[O:26])=[CH:23][CH:22]=4)[N:19]=[C:15]3[CH:14]=[CH:13][CH:12]=2)[CH:8]=[CH:9][CH:10]=1)(=[O:4])=[O:3].[BH4-].[Na+], predict the reaction product. (3) Given the reactants [N+:1]([C:4]1[CH:24]=[CH:23][C:7]([O:8][C:9]2[N:14]=[CH:13][N:12]=[C:11]([NH:15][C:16]3[CH:21]=[CH:20][C:19]([OH:22])=[CH:18][CH:17]=3)[CH:10]=2)=[CH:6][CH:5]=1)([O-:3])=[O:2].[Si:25](Cl)([C:28]([CH3:31])([CH3:30])[CH3:29])([CH3:27])[CH3:26].CCN(CC)CC, predict the reaction product. The product is: [C:28]([Si:25]([CH3:27])([CH3:26])[O:22][C:19]1[CH:20]=[CH:21][C:16]([NH:15][C:11]2[CH:10]=[C:9]([O:8][C:7]3[CH:23]=[CH:24][C:4]([N+:1]([O-:3])=[O:2])=[CH:5][CH:6]=3)[N:14]=[CH:13][N:12]=2)=[CH:17][CH:18]=1)([CH3:31])([CH3:30])[CH3:29]. (4) Given the reactants Cl[C:2]1[C:7]2=[CH:8][N:9]([C:11]3[C:16]([Cl:17])=[CH:15][C:14]([F:18])=[CH:13][C:12]=3[Cl:19])[N:10]=[C:6]2[CH:5]=[CH:4][N:3]=1.[CH3:20][C:21]1[N:26]=[CH:25][N:24]=[C:23]([NH2:27])[CH:22]=1.CC1(C)C2C(=C(P(C3C=CC=CC=3)C3C=CC=CC=3)C=CC=2)OC2C(P(C3C=CC=CC=3)C3C=CC=CC=3)=CC=CC1=2.C(=O)([O-])[O-].[Cs+].[Cs+], predict the reaction product. The product is: [Cl:19][C:12]1[CH:13]=[C:14]([F:18])[CH:15]=[C:16]([Cl:17])[C:11]=1[N:9]1[CH:8]=[C:7]2[C:2]([NH:27][C:23]3[CH:22]=[C:21]([CH3:20])[N:26]=[CH:25][N:24]=3)=[N:3][CH:4]=[CH:5][C:6]2=[N:10]1. (5) Given the reactants [F:1][C:2]1[C:7]([F:8])=[CH:6][CH:5]=[CH:4][C:3]=1[C:9]1[N:10]=[C:11]2[C:16]([NH2:17])=[N:15][NH:14][CH:13]=[C:12]2[N:18]=1.Cl[CH2:20][C:21]1[O:25][N:24]=[C:23]([C:26]2[CH:31]=[CH:30][C:29]([C:32]([F:35])([F:34])[F:33])=[CH:28][C:27]=2[F:36])[CH:22]=1, predict the reaction product. The product is: [F:1][C:2]1[C:7]([F:8])=[CH:6][CH:5]=[CH:4][C:3]=1[C:9]1[N:10]=[C:11]2[C:16]([NH2:17])=[N:15][N:14]([CH2:20][C:21]3[O:25][N:24]=[C:23]([C:26]4[CH:31]=[CH:30][C:29]([C:32]([F:35])([F:34])[F:33])=[CH:28][C:27]=4[F:36])[CH:22]=3)[CH:13]=[C:12]2[N:18]=1. (6) Given the reactants I[C:2]1[CH:3]=[C:4]([CH2:8][C@H:9]([NH:18][C:19](=[O:25])[O:20][C:21]([CH3:24])([CH3:23])[CH3:22])[C:10](=[O:17])[N:11]2[CH2:16][CH2:15][CH2:14][CH2:13][CH2:12]2)[CH:5]=[CH:6][CH:7]=1.[B:26]1([B:26]2[O:30][C:29]([CH3:32])([CH3:31])[C:28]([CH3:34])([CH3:33])[O:27]2)[O:30][C:29]([CH3:32])([CH3:31])[C:28]([CH3:34])([CH3:33])[O:27]1.C(Cl)Cl.C([O-])(=O)C.[K+], predict the reaction product. The product is: [O:17]=[C:10]([N:11]1[CH2:16][CH2:15][CH2:14][CH2:13][CH2:12]1)[C@@H:9]([NH:18][C:19](=[O:25])[O:20][C:21]([CH3:24])([CH3:23])[CH3:22])[CH2:8][C:4]1[CH:5]=[CH:6][CH:7]=[C:2]([B:26]2[O:30][C:29]([CH3:32])([CH3:31])[C:28]([CH3:34])([CH3:33])[O:27]2)[CH:3]=1. (7) Given the reactants [F:1][C:2]1[CH:7]=[CH:6][C:5]([N:8]=[C:9]=[O:10])=[CH:4][CH:3]=1.[F:11][C:12]([F:32])([F:31])[O:13][C:14]1[CH:19]=[CH:18][C:17]([C:20]2([N:23]3[CH2:28][CH2:27][CH:26]([O:29][NH2:30])[CH2:25][CH2:24]3)[CH2:22][CH2:21]2)=[CH:16][CH:15]=1, predict the reaction product. The product is: [F:1][C:2]1[CH:7]=[CH:6][C:5]([NH:8][C:9]([NH:30][O:29][CH:26]2[CH2:27][CH2:28][N:23]([C:20]3([C:17]4[CH:18]=[CH:19][C:14]([O:13][C:12]([F:11])([F:31])[F:32])=[CH:15][CH:16]=4)[CH2:21][CH2:22]3)[CH2:24][CH2:25]2)=[O:10])=[CH:4][CH:3]=1.